From a dataset of Peptide-MHC class II binding affinity with 134,281 pairs from IEDB. Regression. Given a peptide amino acid sequence and an MHC pseudo amino acid sequence, predict their binding affinity value. This is MHC class II binding data. (1) The peptide sequence is EKKYFAATQGEPLAA. The MHC is DRB1_0101 with pseudo-sequence DRB1_0101. The binding affinity (normalized) is 1.00. (2) The peptide sequence is VIEDITFLRPVLK. The MHC is DRB4_0101 with pseudo-sequence DRB4_0103. The binding affinity (normalized) is 0.169. (3) The peptide sequence is GELQIVHKIDAAFKI. The MHC is DRB1_1101 with pseudo-sequence DRB1_1101. The binding affinity (normalized) is 0.798. (4) The peptide sequence is GELQIVAKIDAAFKI. The MHC is DRB1_1201 with pseudo-sequence DRB1_1201. The binding affinity (normalized) is 0.546. (5) The peptide sequence is KSVPLEMLLINLTTI. The MHC is DRB1_0405 with pseudo-sequence DRB1_0405. The binding affinity (normalized) is 0.941. (6) The peptide sequence is RVNNSYSLIRLSHNS. The MHC is DRB4_0101 with pseudo-sequence DRB4_0103. The binding affinity (normalized) is 0.794. (7) The binding affinity (normalized) is 0.0682. The peptide sequence is SVGSLGRYKDEKDVT. The MHC is HLA-DQA10301-DQB10302 with pseudo-sequence HLA-DQA10301-DQB10302.